Dataset: Reaction yield outcomes from USPTO patents with 853,638 reactions. Task: Predict the reaction yield, written as a fraction of the theoretical maximum amount of product (1.0 means a 100% yield; for example, 0.34 means a 34% yield). (1) The reactants are [NH:1]1[CH2:5][CH2:4][NH:3][C:2]1=[O:6].Br[C:8]1[C:9]([F:18])=[CH:10][C:11]2[C:15]([CH3:16])=[CH:14][S:13][C:12]=2[CH:17]=1.CN[C@@H:21]1[CH2:26][CH2:25][CH2:24][CH2:23][C@H:22]1[NH:27][CH3:28].P([O-])([O-])([O-])=O.[K+].[K+].[K+].O1CCOC[CH2:38]1. The catalyst is [Cu](I)I. The product is [CH:25]1([C:24]2[CH:23]=[CH:22][N:27]=[CH:28][C:38]=2[N:1]2[CH2:5][CH2:4][N:3]([C:8]3[C:9]([F:18])=[CH:10][C:11]4[C:15]([CH3:16])=[CH:14][S:13][C:12]=4[CH:17]=3)[C:2]2=[O:6])[CH2:26][CH2:21]1. The yield is 0.220. (2) The reactants are [NH:1]1[C:9]2[C:4](=[C:5]([C:10]3[N:14]=[C:13]([C:15]4[CH:20]=[CH:19][C:18]([C:21]5[CH:26]=[CH:25][CH:24]=[CH:23][C:22]=5[C:27]([F:30])([F:29])[F:28])=[CH:17][CH:16]=4)[O:12][N:11]=3)[CH:6]=[CH:7][CH:8]=2)[CH:3]=[CH:2]1.C(OC1C=C(C2ON=C(C3C=CC=C4C=3C=CN4)N=2)C=CC=1OCC)C. No catalyst specified. The product is [NH:1]1[C:9]2[C:4](=[C:5]([C:10]3[N:14]=[C:13]([C:15]4[CH:16]=[CH:17][C:18]([C:21]5[CH:26]=[CH:25][CH:24]=[CH:23][C:22]=5[C:27]([F:30])([F:28])[F:29])=[CH:19][CH:20]=4)[O:12][N:11]=3)[CH:6]=[CH:7][CH:8]=2)[CH2:3][CH2:2]1. The yield is 0.990.